Dataset: Reaction yield outcomes from USPTO patents with 853,638 reactions. Task: Predict the reaction yield, written as a fraction of the theoretical maximum amount of product (1.0 means a 100% yield; for example, 0.34 means a 34% yield). (1) The reactants are Br[C:2]1[CH:3]=[C:4]2[C:9](=[CH:10][CH:11]=1)[N:8]=[C:7]([O:12][CH3:13])[CH:6]=[C:5]2[C:14]1[CH:19]=[CH:18][CH:17]=[C:16]([Cl:20])[CH:15]=1.[Cl:21][C:22]1[S:26][C:25]([C:27]([C:29]2[N:30]([CH3:34])[CH:31]=[N:32][CH:33]=2)=[O:28])=[CH:24][CH:23]=1. No catalyst specified. The product is [Cl:20][C:16]1[CH:15]=[C:14]([C:5]2[C:4]3[C:9](=[CH:10][CH:11]=[C:2]([C:27]([C:25]4[S:26][C:22]([Cl:21])=[CH:23][CH:24]=4)([C:29]4[N:30]([CH3:34])[CH:31]=[N:32][CH:33]=4)[OH:28])[CH:3]=3)[N:8]=[C:7]([O:12][CH3:13])[CH:6]=2)[CH:19]=[CH:18][CH:17]=1. The yield is 0.650. (2) The yield is 1.00. The product is [ClH:19].[NH:8]1[CH2:11][CH:10]([C:12]2[C:17]([Br:18])=[CH:16][N:15]=[C:14]([Cl:19])[N:13]=2)[CH2:9]1. The catalyst is Cl.CO. The reactants are C(OC([N:8]1[CH2:11][CH:10]([C:12]2[C:17]([Br:18])=[CH:16][N:15]=[C:14]([Cl:19])[N:13]=2)[CH2:9]1)=O)(C)(C)C. (3) The reactants are [NH2:1][CH2:2][CH:3]1[CH2:8][CH2:7][CH:6]([CH2:9][NH2:10])[CH2:5][CH2:4]1.[OH2:11].[C:12](Cl)(Cl)=[O:13].Cl[C:17]1C=CC=CC=1Cl. The yield is 0.900. No catalyst specified. The product is [N:1]([CH2:2][CH:3]1[CH2:8][CH2:7][CH:6]([CH2:9][N:10]=[C:12]=[O:13])[CH2:5][CH2:4]1)=[C:17]=[O:11]. (4) The reactants are O1CCOCC1.Cl[C:8]1[C:9]([NH:25][C:26]2[CH:27]=[C:28]([OH:32])[CH:29]=[CH:30][CH:31]=2)=[N:10][CH:11]=[C:12]([CH2:14][N:15]2[CH2:20][CH2:19][N:18]([S:21]([CH3:24])(=[O:23])=[O:22])[CH2:17][CH2:16]2)[CH:13]=1.B1(B2OC(C)(C)C(C)(C)O2)OC(C)(C)C(C)(C)O1.CC(C1C=C(C(C)C)C(C2C=CC=CC=2P(C2CCCCC2)C2CCCCC2)=C(C(C)C)C=1)C.C([O-])(=O)C.[K+].Cl[C:91]1[N:96]=[C:95]([CH3:97])[N:94]=[C:93]([NH2:98])[N:92]=1. The catalyst is C1C=CC(/C=C/C(/C=C/C2C=CC=CC=2)=O)=CC=1.C1C=CC(/C=C/C(/C=C/C2C=CC=CC=2)=O)=CC=1.C1C=CC(/C=C/C(/C=C/C2C=CC=CC=2)=O)=CC=1.[Pd].[Pd].CC(P(C(C)(C)C)C1C=CC(N(C)C)=CC=1)(C)C.CC(P(C(C)(C)C)C1C=CC(N(C)C)=CC=1)(C)C.Cl[Pd]Cl. The product is [NH2:98][C:93]1[N:94]=[C:95]([CH3:97])[N:96]=[C:91]([C:8]2[C:9]([NH:25][C:26]3[CH:27]=[C:28]([OH:32])[CH:29]=[CH:30][CH:31]=3)=[N:10][CH:11]=[C:12]([CH2:14][N:15]3[CH2:20][CH2:19][N:18]([S:21]([CH3:24])(=[O:23])=[O:22])[CH2:17][CH2:16]3)[CH:13]=2)[N:92]=1. The yield is 0.0150. (5) The reactants are C[N:2](C)/[CH:3]=[CH:4]/[C:5]([C:7]1[CH:8]=[C:9]([CH:12]=[CH:13][CH:14]=1)[C:10]#[N:11])=O.C(O)C.[NH2:19]N. No catalyst specified. The product is [NH:2]1[CH:3]=[CH:4][C:5]([C:7]2[CH:8]=[C:9]([CH:12]=[CH:13][CH:14]=2)[C:10]#[N:11])=[N:19]1. The yield is 0.840. (6) The reactants are Cl.[Br-:2].[CH2:3]([N+:10]12[CH2:25][CH2:24][N:23](C(OC(C)(C)C)=O)[CH:11]1[CH2:12][N:13](C(OC(C)(C)C)=O)[CH2:14][CH2:15]2)[C:4]1[CH:9]=[CH:8][CH:7]=[CH:6][CH:5]=1. No catalyst specified. The product is [Br-:2].[CH2:3]([N+:10]12[CH2:25][CH2:24][NH:23][CH:11]1[CH2:12][NH:13][CH2:14][CH2:15]2)[C:4]1[CH:9]=[CH:8][CH:7]=[CH:6][CH:5]=1. The yield is 0.360. (7) The reactants are [CH:1]1([N:5]2[CH2:10][CH2:9][N:8]([C:11]([C:13]3[CH:14]=[C:15]4[C:19](=[CH:20][CH:21]=3)[NH:18][C:17]([C:22]([N:24]3[CH2:29][CH2:28][C:27]([F:31])([F:30])[CH2:26][CH2:25]3)=[O:23])=[CH:16]4)=[O:12])[CH2:7][CH2:6]2)[CH2:4][CH2:3][CH2:2]1.[O:32]1[CH2:37][CH2:36][N:35]([C:38]2[CH:43]=[CH:42][C:41](B(O)O)=[CH:40][N:39]=2)[CH2:34][CH2:33]1.N1C=CC=CC=1. The catalyst is ClCCl.C([O-])(=O)C.[Cu+2].C([O-])(=O)C. The product is [CH:1]1([N:5]2[CH2:6][CH2:7][N:8]([C:11]([C:13]3[CH:14]=[C:15]4[C:19](=[CH:20][CH:21]=3)[N:18]([C:41]3[CH:40]=[N:39][C:38]([N:35]5[CH2:34][CH2:33][O:32][CH2:37][CH2:36]5)=[CH:43][CH:42]=3)[C:17]([C:22]([N:24]3[CH2:25][CH2:26][C:27]([F:30])([F:31])[CH2:28][CH2:29]3)=[O:23])=[CH:16]4)=[O:12])[CH2:9][CH2:10]2)[CH2:2][CH2:3][CH2:4]1. The yield is 0.290. (8) The reactants are C([O-])=O.[K+].C(O)=O.O.[CH3:9][O:10][C:11]1[CH:12]=[C:13]2[C:18](=[CH:19][C:20]=1[O:21][CH3:22])[N:17]=[CH:16][CH:15]=[C:14]2[O:23][C:24]1[CH:29]=[CH:28][C:27]([N+:30]([O-])=O)=[CH:26][CH:25]=1. The catalyst is [Pd].O1CCCC1. The product is [CH3:9][O:10][C:11]1[CH:12]=[C:13]2[C:18](=[CH:19][C:20]=1[O:21][CH3:22])[N:17]=[CH:16][CH:15]=[C:14]2[O:23][C:24]1[CH:25]=[CH:26][C:27]([NH2:30])=[CH:28][CH:29]=1. The yield is 0.970.